From a dataset of Forward reaction prediction with 1.9M reactions from USPTO patents (1976-2016). Predict the product of the given reaction. Given the reactants [CH3:1][N:2]1[C:11]2[CH:10]=[CH:9][CH:8]=[C:7]3[C@H:12]4[CH:17]=[N:16][CH2:15][CH2:14][C@@H:13]4[N:5]([C:6]=23)[CH2:4][CH2:3]1.Cl[CH2:19][CH2:20][CH2:21][C:22]([C:24]1[CH:29]=[CH:28][C:27]([F:30])=[CH:26][CH:25]=1)=[O:23].C(N(CC)CC)C.[I-].[K+], predict the reaction product. The product is: [CH3:1][N:2]1[C:11]2[CH:10]=[CH:9][CH:8]=[C:7]3[C@@H:12]4[CH2:17][N:16]([CH2:19][CH2:20][CH2:21][C:22]([C:24]5[CH:25]=[CH:26][C:27]([F:30])=[CH:28][CH:29]=5)=[O:23])[CH2:15][CH2:14][C@@H:13]4[N:5]([C:6]=23)[CH2:4][CH2:3]1.